This data is from Full USPTO retrosynthesis dataset with 1.9M reactions from patents (1976-2016). The task is: Predict the reactants needed to synthesize the given product. (1) Given the product [C:34]([CH2:33][C:7]1[N:8]([C:26]2[CH:31]=[CH:30][CH:29]=[C:28]([Cl:32])[CH:27]=2)[C:9]2[C:14]([C:6]=1[C:4]([OH:5])=[O:3])=[CH:13][C:12]([O:15][C:16]1[CH:17]=[CH:18][C:19]([O:22][CH:23]([CH3:25])[CH3:24])=[CH:20][CH:21]=1)=[CH:11][CH:10]=2)([OH:36])=[O:35], predict the reactants needed to synthesize it. The reactants are: C([O:3][C:4]([C:6]1[C:14]2[C:9](=[CH:10][CH:11]=[C:12]([O:15][C:16]3[CH:21]=[CH:20][C:19]([O:22][CH:23]([CH3:25])[CH3:24])=[CH:18][CH:17]=3)[CH:13]=2)[N:8]([C:26]2[CH:31]=[CH:30][CH:29]=[C:28]([Cl:32])[CH:27]=2)[C:7]=1[CH2:33][C:34]([O:36]CC)=[O:35])=[O:5])C.[OH-].[Na+].Cl. (2) Given the product [ClH:1].[CH3:23][N:16]([CH2:15][CH:12]1[CH2:13][CH2:14][NH:9][CH2:10][CH2:11]1)[C:17]1[CH:22]=[CH:21][N:20]=[CH:19][CH:18]=1, predict the reactants needed to synthesize it. The reactants are: [ClH:1].C(OC([N:9]1[CH2:14][CH2:13][CH:12]([CH2:15][N:16]([CH3:23])[C:17]2[CH:22]=[CH:21][N:20]=[CH:19][CH:18]=2)[CH2:11][CH2:10]1)=O)(C)(C)C. (3) The reactants are: [NH2:1][C:2]1[C:7]([OH:8])=[C:6]([S:9]([N:12]2[CH2:17][CH2:16][N:15]([CH3:18])[CH2:14][CH2:13]2)(=[O:11])=[O:10])[C:5]([Cl:19])=[CH:4][CH:3]=1.[CH2:20]([O:22][C:23]1[C:24](=O)[C:25](=[O:30])[C:26]=1[O:27]CC)[CH3:21]. Given the product [Cl:19][C:5]1[CH:4]=[CH:3][C:2]([NH:1][C:24]2[C:25](=[O:30])[C:26](=[O:27])[C:23]=2[O:22][CH2:20][CH3:21])=[C:7]([OH:8])[C:6]=1[S:9]([N:12]1[CH2:17][CH2:16][N:15]([CH3:18])[CH2:14][CH2:13]1)(=[O:11])=[O:10], predict the reactants needed to synthesize it. (4) Given the product [F:17][C:14]1[CH:13]=[N:12][C:11]([C@@H:9]([NH:8][C:6]2[N:5]=[C:4]([NH2:18])[N:3]=[C:2]([N:19]3[CH2:24][CH2:23][O:22][CH2:21][CH2:20]3)[N:7]=2)[CH3:10])=[N:16][CH:15]=1, predict the reactants needed to synthesize it. The reactants are: Cl[C:2]1[N:7]=[C:6]([NH:8][C@H:9]([C:11]2[N:16]=[CH:15][C:14]([F:17])=[CH:13][N:12]=2)[CH3:10])[N:5]=[C:4]([NH2:18])[N:3]=1.[NH:19]1[CH2:24][CH2:23][O:22][CH2:21][CH2:20]1.CCN(C(C)C)C(C)C.